Dataset: Catalyst prediction with 721,799 reactions and 888 catalyst types from USPTO. Task: Predict which catalyst facilitates the given reaction. (1) Reactant: [N:1]12[CH2:8][CH2:7][CH:4]([CH2:5][CH2:6]1)[C:3](=[O:9])[CH2:2]2.CC(C)([O-])C.[K+]. Product: [N:1]12[CH2:8][CH2:7][CH:4]([CH2:5][CH2:6]1)[C@H:3]([OH:9])[CH2:2]2. The catalyst class is: 41. (2) Reactant: [CH3:1][CH:2]([C:5](=O)[C:6]1[CH:11]=[CH:10][CH:9]=[CH:8][CH:7]=1)[C:3]#[N:4].[NH2:13][NH2:14].CCO.CO. Product: [CH3:1][C:2]1[C:5]([C:6]2[CH:11]=[CH:10][CH:9]=[CH:8][CH:7]=2)=[N:14][NH:13][C:3]=1[NH2:4]. The catalyst class is: 2. (3) Reactant: Br[C:2]1[CH:7]=[CH:6][N:5]=[C:4]([Cl:8])[CH:3]=1.C([Mg]Cl)(C)C.[CH3:14][CH2:15][C:16](=[O:19])[CH2:17][CH3:18]. Product: [Cl:8][C:4]1[CH:3]=[C:2]([C:16]([OH:19])([CH2:17][CH3:18])[CH2:15][CH3:14])[CH:7]=[CH:6][N:5]=1. The catalyst class is: 1.